This data is from Catalyst prediction with 721,799 reactions and 888 catalyst types from USPTO. The task is: Predict which catalyst facilitates the given reaction. (1) Reactant: [CH:1]1[CH:2]=[CH:3][C:4]2[NH:15][C:14]3[CH:13]=[CH:12][CH:11]=[CH:10][C:9]=3[CH:8]=[CH:7][C:5]=2[CH:6]=1.[O-:16][C:17]#[N:18].[Na+].C(O)(=O)C(C1C=CC=CC=1)O.[OH-].[Na+]. Product: [CH:1]1[CH:2]=[CH:3][C:4]2[N:15]([C:17]([NH2:18])=[O:16])[C:14]3[CH:13]=[CH:12][CH:11]=[CH:10][C:9]=3[CH:8]=[CH:7][C:5]=2[CH:6]=1. The catalyst class is: 11. (2) Reactant: Br[C:2]1[S:6][C:5]([N:7]2[CH2:12][CH2:11][CH:10]([OH:13])[CH2:9][CH2:8]2)=[N:4][N:3]=1.BrC1SC(N)=NN=1.[CH2:21]([O:23][C:24]([C:26]1[CH:27]=[N:28][CH:29]=[C:30](B2OC(C)(C)C(C)(C)O2)[CH:31]=1)=[O:25])[CH3:22]. Product: [OH:13][CH:10]1[CH2:11][CH2:12][N:7]([C:5]2[S:6][C:2]([C:30]3[CH:29]=[N:28][CH:27]=[C:26]([CH:31]=3)[C:24]([O:23][CH2:21][CH3:22])=[O:25])=[N:3][N:4]=2)[CH2:8][CH2:9]1. The catalyst class is: 140. (3) Reactant: [OH:1][C:2]1[CH:3]=[C:4]([CH:9]=[CH:10][CH:11]=1)[C:5]([O:7][CH3:8])=[O:6].C(=O)([O-])[O-].[K+].[K+].Br[CH2:19][C:20]([CH3:22])=[CH2:21]. Product: [CH3:21][C:20](=[CH2:19])[CH2:22][O:1][C:2]1[CH:3]=[C:4]([CH:9]=[CH:10][CH:11]=1)[C:5]([O:7][CH3:8])=[O:6]. The catalyst class is: 18.